Dataset: Forward reaction prediction with 1.9M reactions from USPTO patents (1976-2016). Task: Predict the product of the given reaction. (1) Given the reactants [CH2:1]([O:3][C:4]1[C:5](/[C:16](/[CH2:24][CH3:25])=[C:17](/[F:23])\[C:18](OCC)=[O:19])=[CH:6][C:7]2[CH:8]=[CH:9][CH2:10][C:11]([CH3:15])([CH3:14])[C:12]=2[CH:13]=1)[CH3:2].[H-].C([Al+]CC(C)C)C(C)C, predict the reaction product. The product is: [CH2:1]([O:3][C:4]1[C:5](/[C:16](/[CH2:24][CH3:25])=[C:17](/[F:23])\[CH2:18][OH:19])=[CH:6][C:7]2[CH:8]=[CH:9][CH2:10][C:11]([CH3:14])([CH3:15])[C:12]=2[CH:13]=1)[CH3:2]. (2) Given the reactants [NH2:1][C:2]1[N:7]=[C:6]([C:8]2[C:9]([O:14][C:15]3[CH:20]=[CH:19][C:18]([NH:21][C:22]4[N:23]=[N:24][C:25]([C:31]5[CH:36]=[CH:35][CH:34]=[CH:33][CH:32]=5)=[CH:26][C:27]=4[C:28]([OH:30])=[O:29])=[CH:17][CH:16]=3)=[N:10][CH:11]=[CH:12][CH:13]=2)[CH:5]=[CH:4][N:3]=1.CO.[CH:39]1(N=C=NC2CCCCC2)CCCCC1.CN(C=O)C, predict the reaction product. The product is: [NH2:1][C:2]1[N:7]=[C:6]([C:8]2[C:9]([O:14][C:15]3[CH:20]=[CH:19][C:18]([NH:21][C:22]4[N:23]=[N:24][C:25]([C:31]5[CH:32]=[CH:33][CH:34]=[CH:35][CH:36]=5)=[CH:26][C:27]=4[C:28]([O:30][CH3:39])=[O:29])=[CH:17][CH:16]=3)=[N:10][CH:11]=[CH:12][CH:13]=2)[CH:5]=[CH:4][N:3]=1. (3) Given the reactants [Br:1][C:2]1[CH:7]=[C:6]([CH3:8])[N:5]=[C:4]([C:9]#[C:10][CH2:11][CH2:12][O:13][CH3:14])[CH:3]=1.C(N(CC)CC)C, predict the reaction product. The product is: [Br:1][C:2]1[CH:7]=[C:6]([CH3:8])[N:5]=[C:4]([CH2:9][CH2:10][CH2:11][CH2:12][O:13][CH3:14])[CH:3]=1. (4) Given the reactants Cl[C:2]1[C:7]([C:8]([F:11])([F:10])[F:9])=[CH:6][N:5]=[C:4]([NH:12][C:13]2[CH:14]=[CH:15][C:16]([CH:19]3[CH2:24][CH2:23][N:22]([C:25]([O:27][C:28]([CH3:31])([CH3:30])[CH3:29])=[O:26])[CH2:21][CH2:20]3)=[N:17][CH:18]=2)[N:3]=1.C1C=CC(P(C2C=CC=CC=2)C2C=CC=CC=2)=CC=1.[C:51]([C:53]1[CH:58]=[CH:57][CH:56]=[CH:55][C:54]=1[CH2:59][C:60]([O:62][CH3:63])=[O:61])#[CH:52], predict the reaction product. The product is: [CH3:63][O:62][C:60](=[O:61])[CH2:59][C:54]1[CH:55]=[CH:56][CH:57]=[CH:58][C:53]=1[CH2:51][CH2:52][C:2]1[C:7]([C:8]([F:11])([F:10])[F:9])=[CH:6][N:5]=[C:4]([NH:12][C:13]2[CH:14]=[CH:15][C:16]([CH:19]3[CH2:24][CH2:23][N:22]([C:25]([O:27][C:28]([CH3:31])([CH3:30])[CH3:29])=[O:26])[CH2:21][CH2:20]3)=[N:17][CH:18]=2)[N:3]=1. (5) Given the reactants [CH:1]1[N:5]=[CH:4][N:3]([C:6](N2C=NC=C2)=[O:7])[CH:2]=1.[N:13]1([C:19]2[CH:24]=[CH:23][C:22]([C:25](=[O:27])[CH3:26])=[CH:21][CH:20]=2)[CH2:18][CH2:17][NH:16][CH2:15][CH2:14]1, predict the reaction product. The product is: [N:3]1([C:6]([N:16]2[CH2:17][CH2:18][N:13]([C:19]3[CH:20]=[CH:21][C:22]([C:25](=[O:27])[CH3:26])=[CH:23][CH:24]=3)[CH2:14][CH2:15]2)=[O:7])[CH:2]=[CH:1][N:5]=[CH:4]1. (6) Given the reactants [CH2:1]([N:5]([C:13]1[CH:18]=[CH:17][C:16]([F:19])=[C:15]([F:20])[CH:14]=1)[C:6]1[CH:11]=[CH:10][C:9]([OH:12])=[CH:8][CH:7]=1)[CH2:2][CH2:3][CH3:4].F[C:22]1[CH:23]=[CH:24][C:25]([N+:32]([O-:34])=[O:33])=[C:26]([CH:31]=1)[C:27]([O:29][CH3:30])=[O:28], predict the reaction product. The product is: [CH3:30][O:29][C:27](=[O:28])[C:26]1[CH:31]=[C:22]([O:12][C:9]2[CH:8]=[CH:7][C:6]([N:5]([CH2:1][CH2:2][CH2:3][CH3:4])[C:13]3[CH:18]=[CH:17][C:16]([F:19])=[C:15]([F:20])[CH:14]=3)=[CH:11][CH:10]=2)[CH:23]=[CH:24][C:25]=1[N+:32]([O-:34])=[O:33]. (7) Given the reactants [C:1]([O:5][C:6]([N:8]1[CH2:13][CH2:12][CH:11]([C:14]2([CH3:24])[O:23][C:17]3=[CH:18][N:19]=[C:20](Cl)[CH:21]=[C:16]3[CH2:15]2)[CH2:10][CH2:9]1)=[O:7])([CH3:4])([CH3:3])[CH3:2].[CH3:25][S:26]([N:29]1[CH2:34][CH:33]=[C:32](B2OC(C)(C)C(C)(C)O2)[CH2:31][CH2:30]1)(=[O:28])=[O:27], predict the reaction product. The product is: [C:1]([O:5][C:6]([N:8]1[CH2:13][CH2:12][CH:11]([C:14]2([CH3:24])[O:23][C:17]3=[CH:18][N:19]=[C:20]([C:32]4[CH2:33][CH2:34][N:29]([S:26]([CH3:25])(=[O:28])=[O:27])[CH2:30][CH:31]=4)[CH:21]=[C:16]3[CH2:15]2)[CH2:10][CH2:9]1)=[O:7])([CH3:4])([CH3:3])[CH3:2].